Dataset: Full USPTO retrosynthesis dataset with 1.9M reactions from patents (1976-2016). Task: Predict the reactants needed to synthesize the given product. (1) Given the product [CH:16]1([NH:19][CH:12]2[CH2:13][CH2:14][N:9]([C:6]3[N:5]=[CH:4][C:3]([CH2:1][CH3:2])=[CH:8][N:7]=3)[CH2:10][CH2:11]2)[CH2:18][CH2:17]1, predict the reactants needed to synthesize it. The reactants are: [CH2:1]([C:3]1[CH:4]=[N:5][C:6]([N:9]2[CH2:14][CH2:13][C:12](=O)[CH2:11][CH2:10]2)=[N:7][CH:8]=1)[CH3:2].[CH:16]1([NH2:19])[CH2:18][CH2:17]1. (2) Given the product [CH3:1][S:2]([C:3]1[CH:8]=[CH:7][CH:6]=[CH:5][C:4]=1[NH:9][C:10](=[O:12])[CH3:11])=[O:18], predict the reactants needed to synthesize it. The reactants are: [CH3:1][S:2][C:3]1[CH:8]=[CH:7][CH:6]=[CH:5][C:4]=1[NH:9][C:10](=[O:12])[CH3:11].ClC1C=C(C=CC=1)C(OO)=[O:18].C([O-])(O)=O.[Na+]. (3) The reactants are: C[CH:2]([OH:4])[CH3:3].[CH3:5][C:6]([CH3:8])=O.[CH3:9]CO[Si](OCC)(OCC)OCC.[C:22]1([Si:28](OCC)(OCC)[O:29]CC)[CH:27]=[CH:26][CH:25]=[CH:24][CH:23]=1.[N+]([O-])(O)=O.[CH2:42]([OH:46])[CH2:43][CH2:44]C.C(O)C. Given the product [C:22]1([Si:28]([O:4][CH2:2][CH2:3][CH3:9])([O:46][CH2:42][CH2:43][CH3:44])[O:29][CH2:5][CH2:6][CH3:8])[CH:27]=[CH:26][CH:25]=[CH:24][CH:23]=1, predict the reactants needed to synthesize it. (4) Given the product [NH2:1][C:2]1[C:7]([C:8]#[N:9])=[C:6]([Cl:10])[N:5]=[C:4]([C:11]([NH:36][CH2:35][CH:32]2[CH2:33][CH2:34][N:29]([CH2:28][C:25]3[S:24][C:23]([C:18]4[CH:19]=[CH:20][CH:21]=[CH:22][N:17]=4)=[N:27][CH:26]=3)[CH2:30][CH2:31]2)=[O:13])[CH:3]=1, predict the reactants needed to synthesize it. The reactants are: [NH2:1][C:2]1[C:7]([C:8]#[N:9])=[C:6]([Cl:10])[N:5]=[C:4]([C:11]([OH:13])=O)[CH:3]=1.Cl.Cl.Cl.[N:17]1[CH:22]=[CH:21][CH:20]=[CH:19][C:18]=1[C:23]1[S:24][C:25]([CH2:28][N:29]2[CH2:34][CH2:33][CH:32]([CH2:35][NH2:36])[CH2:31][CH2:30]2)=[CH:26][N:27]=1.F[P-](F)(F)(F)(F)F.N1(O[P+](N2CCCC2)(N2CCCC2)N2CCCC2)C2C=CC=CC=2N=N1.C(=O)(O)[O-].[Na+].